Task: Regression. Given a peptide amino acid sequence and an MHC pseudo amino acid sequence, predict their binding affinity value. This is MHC class I binding data.. Dataset: Peptide-MHC class I binding affinity with 185,985 pairs from IEDB/IMGT (1) The peptide sequence is VHAVYDSML. The MHC is HLA-A30:01 with pseudo-sequence HLA-A30:01. The binding affinity (normalized) is 0.213. (2) The peptide sequence is IIYERDFSY. The MHC is HLA-B15:09 with pseudo-sequence HLA-B15:09. The binding affinity (normalized) is 0.0847. (3) The peptide sequence is FQKDPPFQW. The MHC is Mamu-B3901 with pseudo-sequence Mamu-B3901. The binding affinity (normalized) is 0.370. (4) The peptide sequence is WTLETLPRV. The MHC is HLA-B15:01 with pseudo-sequence HLA-B15:01. The binding affinity (normalized) is 0.0847. (5) The peptide sequence is KHDEEFCDM. The MHC is HLA-A29:02 with pseudo-sequence HLA-A29:02. The binding affinity (normalized) is 0.0847.